This data is from Blood-brain barrier permeability classification from the B3DB database. The task is: Regression/Classification. Given a drug SMILES string, predict its absorption, distribution, metabolism, or excretion properties. Task type varies by dataset: regression for continuous measurements (e.g., permeability, clearance, half-life) or binary classification for categorical outcomes (e.g., BBB penetration, CYP inhibition). Dataset: b3db_classification. (1) The molecule is NC(=O)c1ccc(F)c2c1C[C@H](N(C1CCC1)C1CCC1)CO2. The result is 1 (penetrates BBB). (2) The drug is NC(=O)c1ncn(C2OC(CO)C(O)C2O)c1O. The result is 0 (does not penetrate BBB). (3) The molecule is C/C(=C(/CCO)SSCC1CCCO1)N(C=O)Cc1cnc(C)nc1N. The result is 1 (penetrates BBB). (4) The drug is COC(=O)C[C@H](c1coc2ccccc2c1=O)c1c(O)cc(C)n(CCc2ccc(O)cc2)c1=O. The result is 1 (penetrates BBB). (5) The compound is CO[C@@]1(NC(=O)C2SC(=C(C(N)=O)C(=O)O)S2)C(=O)N2C(C(=O)O)=C(CSc3nnnn3C)CS[C@@H]21. The result is 0 (does not penetrate BBB). (6) The compound is CC(C)NC[C@H](O)COc1cccc2[nH]ccc12. The result is 1 (penetrates BBB).